From a dataset of Forward reaction prediction with 1.9M reactions from USPTO patents (1976-2016). Predict the product of the given reaction. (1) Given the reactants Br[C:2]1[CH:3]=[C:4]([CH:8]([C:19]2[CH:24]=[CH:23][CH:22]=[CH:21][C:20]=2[CH3:25])[CH2:9][C:10]([C:13]2[CH:18]=[CH:17][N:16]=[CH:15][CH:14]=2)=[N:11][OH:12])[CH:5]=[CH:6][CH:7]=1.[CH3:26][S:27]([C:30]1[CH:31]=[C:32](B(O)O)[CH:33]=[CH:34][CH:35]=1)(=[O:29])=[O:28], predict the reaction product. The product is: [CH3:26][S:27]([C:30]1[CH:31]=[C:32]([C:6]2[CH:7]=[CH:2][CH:3]=[C:4]([CH:8]([C:19]3[CH:24]=[CH:23][CH:22]=[CH:21][C:20]=3[CH3:25])[CH2:9][C:10]([C:13]3[CH:14]=[CH:15][N:16]=[CH:17][CH:18]=3)=[N:11][OH:12])[CH:5]=2)[CH:33]=[CH:34][CH:35]=1)(=[O:29])=[O:28]. (2) The product is: [F:35][C:36]([F:41])([F:40])[C:37]([OH:39])=[O:38].[Cl:19][C:15]1[C:14]([F:20])=[C:13]([CH:12]2[C:11]([C:23]3[CH:28]=[CH:27][C:26]([Cl:29])=[CH:25][CH:24]=3)([C:21]#[N:22])[CH:10]([CH2:30][C:31]([CH3:34])([CH3:32])[CH3:33])[NH:9][CH:8]2[C:6]([OH:7])=[O:5])[CH:18]=[CH:17][CH:16]=1. Given the reactants C([O:5][C:6]([CH:8]1[CH:12]([C:13]2[CH:18]=[CH:17][CH:16]=[C:15]([Cl:19])[C:14]=2[F:20])[C:11]([C:23]2[CH:28]=[CH:27][C:26]([Cl:29])=[CH:25][CH:24]=2)([C:21]#[N:22])[CH:10]([CH2:30][C:31]([CH3:34])([CH3:33])[CH3:32])[NH:9]1)=[O:7])(C)(C)C.[F:35][C:36]([F:41])([F:40])[C:37]([OH:39])=[O:38], predict the reaction product.